Dataset: Peptide-MHC class II binding affinity with 134,281 pairs from IEDB. Task: Regression. Given a peptide amino acid sequence and an MHC pseudo amino acid sequence, predict their binding affinity value. This is MHC class II binding data. (1) The MHC is DRB1_1101 with pseudo-sequence DRB1_1101. The binding affinity (normalized) is 0.313. The peptide sequence is GKMYFNLIDTKCY. (2) The peptide sequence is GELQIVDKITAAFKI. The MHC is DRB1_1302 with pseudo-sequence DRB1_1302. The binding affinity (normalized) is 0.779. (3) The peptide sequence is ENPVVHFFKNIVTPR. The MHC is DRB1_0405 with pseudo-sequence DRB1_0405. The binding affinity (normalized) is 0.687.